This data is from Reaction yield outcomes from USPTO patents with 853,638 reactions. The task is: Predict the reaction yield, written as a fraction of the theoretical maximum amount of product (1.0 means a 100% yield; for example, 0.34 means a 34% yield). (1) The reactants are [O:1]1[CH:6]=[CH:5][CH2:4][CH2:3][CH2:2]1.[Br:7][CH2:8][CH2:9][CH2:10][C:11]([CH3:20])([C:14]1[CH:19]=[CH:18][CH:17]=[CH:16][CH:15]=1)[CH2:12][OH:13]. No catalyst specified. The product is [Br:7][CH2:8][CH2:9][CH2:10][C:11]([CH3:20])([C:14]1[CH:19]=[CH:18][CH:17]=[CH:16][CH:15]=1)[CH2:12][O:13][CH:6]1[CH2:5][CH2:4][CH2:3][CH2:2][O:1]1. The yield is 0.962. (2) The reactants are C([Li])CCC.[C:6]([C:10]1[O:11][CH:12]=[CH:13][CH:14]=1)([CH3:9])([CH3:8])[CH3:7].[C:15](=[O:17])=[O:16]. The catalyst is C1COCC1. The product is [C:6]([C:10]1[O:11][C:12]([C:15]([OH:17])=[O:16])=[CH:13][CH:14]=1)([CH3:9])([CH3:8])[CH3:7]. The yield is 0.690. (3) The reactants are [C:1]([O:9][C@@H:10]1[C@H:14]([CH2:15][O:16][C:17](=[O:24])[C:18]2[CH:23]=[CH:22][CH:21]=[CH:20][CH:19]=2)[O:13][C@H:12]([N:25]2[CH:32]=[CH:31][C:29](=[O:30])[NH:28][C:26]2=[O:27])[C@H:11]1[OH:33])(=[O:8])[C:2]1[CH:7]=[CH:6][CH:5]=[CH:4][CH:3]=1.C1(N=C=NC2CCCCC2)CCCCC1.ClC(Cl)C(O)=O.C(O)(=O)C(O)=O.[BH4-].[Na+]. The catalyst is C(OCC)(=O)C.CO.N1C=CC=CC=1.C1C=CC=CC=1.CS(C)=O. The product is [C:1]([O:9][C@H:10]1[C@H:14]([CH2:15][O:16][C:17](=[O:24])[C:18]2[CH:23]=[CH:22][CH:21]=[CH:20][CH:19]=2)[O:13][C@H:12]([N:25]2[CH:32]=[CH:31][C:29](=[O:30])[NH:28][C:26]2=[O:27])[C@@H:11]1[OH:33])(=[O:8])[C:2]1[CH:7]=[CH:6][CH:5]=[CH:4][CH:3]=1. The yield is 0.660. (4) The reactants are [F:1][C:2]([F:39])([C:33]1[CH:38]=[CH:37][CH:36]=[CH:35][CH:34]=1)[CH2:3][NH:4][C:5]1[C:6]([F:32])=[C:7]([CH2:12][C:13]([NH:15][CH2:16][C:17]2[C:18]([CH3:31])=[N:19][C:20]([NH:23]C(OC(C)(C)C)=O)=[CH:21][CH:22]=2)=[O:14])[C:8]([Cl:11])=[CH:9][CH:10]=1.Cl.O1CCOCC1. No catalyst specified. The product is [ClH:11].[NH2:23][C:20]1[N:19]=[C:18]([CH3:31])[C:17]([CH2:16][NH:15][C:13](=[O:14])[CH2:12][C:7]2[C:8]([Cl:11])=[CH:9][CH:10]=[C:5]([NH:4][CH2:3][C:2]([F:1])([F:39])[C:33]3[CH:34]=[CH:35][CH:36]=[CH:37][CH:38]=3)[C:6]=2[F:32])=[CH:22][CH:21]=1. The yield is 0.910. (5) The reactants are [Cl:1][C:2]1[C:3]([CH3:18])=[C:4]([C:10]2[CH:15]=[CH:14][CH:13]=[C:12]([CH:16]=[O:17])[CH:11]=2)[C:5]([CH3:9])=[CH:6][C:7]=1[OH:8].N1C=CN=C1.[C:24]([Si:28]([CH3:31])([CH3:30])Cl)([CH3:27])([CH3:26])[CH3:25].O. The catalyst is CN(C)C=O. The product is [Si:28]([O:8][C:7]1[CH:6]=[C:5]([CH3:9])[C:4]([C:10]2[CH:15]=[CH:14][CH:13]=[C:12]([CH:16]=[O:17])[CH:11]=2)=[C:3]([CH3:18])[C:2]=1[Cl:1])([C:24]([CH3:27])([CH3:26])[CH3:25])([CH3:31])[CH3:30]. The yield is 0.880. (6) The catalyst is CO.[Cl-].[Zn+2].[Cl-]. The yield is 0.880. The product is [C:1]([O:5][C:6]([N:8]1[C@@H:12]([CH2:13][N:14]([CH3:26])[C:15]2[CH:16]=[CH:17][CH:18]=[CH:19][CH:20]=2)[CH2:11][O:10][C:9]1([CH3:22])[CH3:21])=[O:7])([CH3:4])([CH3:2])[CH3:3]. The reactants are [C:1]([O:5][C:6]([N:8]1[C@@H:12]([CH2:13][NH:14][C:15]2[CH:20]=[CH:19][CH:18]=[CH:17][CH:16]=2)[CH2:11][O:10][C:9]1([CH3:22])[CH3:21])=[O:7])([CH3:4])([CH3:3])[CH3:2].C=O.[BH3-][C:26]#N.[Na+]. (7) The yield is 0.900. The product is [CH3:14][C:5]1[N:6]=[C:7]([C:10]([F:13])([F:11])[F:12])[CH:8]=[CH:9][C:4]=1[C:3]([OH:15])=[O:2]. The reactants are C[O:2][C:3](=[O:15])[C:4]1[CH:9]=[CH:8][C:7]([C:10]([F:13])([F:12])[F:11])=[N:6][C:5]=1[CH3:14].O.[OH-].[Li+].C(OCC)(=O)C.Cl. The catalyst is CO.O. (8) The yield is 0.660. The reactants are Br[C:2]1[CH:7]=[CH:6][CH:5]=[CH:4][C:3]=1[N+:8]([O-:10])=[O:9].[CH3:11][CH:12]([CH2:31][CH2:32][CH2:33][CH:34]([CH3:36])[CH3:35])[CH2:13][CH2:14][O:15][C:16]1[CH:21]=[CH:20][C:19](B2OC(C)(C)C(C)(C)O2)=[CH:18][CH:17]=1.C(=O)([O-])[O-].[K+].[K+]. The catalyst is C1(C)C=CC=CC=1. The product is [CH3:11][CH:12]([CH2:31][CH2:32][CH2:33][CH:34]([CH3:36])[CH3:35])[CH2:13][CH2:14][O:15][C:16]1[CH:21]=[CH:20][C:19]([C:2]2[CH:7]=[CH:6][CH:5]=[CH:4][C:3]=2[N+:8]([O-:10])=[O:9])=[CH:18][CH:17]=1. (9) The reactants are [C:1]([O:4][CH2:5][C:6]1[C:7]([N:21]2[CH2:32][CH2:31][C:30]3[C:29]4[CH2:28][C:27]([CH3:34])([CH3:33])[CH2:26][C:25]=4[S:24][C:23]=3[C:22]2=[O:35])=[N:8][CH:9]=[CH:10][C:11]=1B1OC(C)(C)C(C)(C)O1)(=[O:3])[CH3:2].Br[C:37]1[CH:38]=[C:39]([NH:45][C:46]2[N:47]=[N:48][N:49]([CH3:51])[CH:50]=2)[C:40](=[O:44])[N:41]([CH3:43])[CH:42]=1.C([O-])(=O)C.[K+].[O-]P([O-])([O-])=O.[K+].[K+].[K+]. The catalyst is C1C=CC(P(C2C=CC=CC=2)[C-]2C=CC=C2)=CC=1.C1C=CC(P(C2C=CC=CC=2)[C-]2C=CC=C2)=CC=1.Cl[Pd]Cl.[Fe+2].C(#N)C.O. The product is [C:1]([O:4][CH2:5][C:6]1[C:7]([N:21]2[CH2:32][CH2:31][C:30]3[C:29]4[CH2:28][C:27]([CH3:34])([CH3:33])[CH2:26][C:25]=4[S:24][C:23]=3[C:22]2=[O:35])=[N:8][CH:9]=[CH:10][C:11]=1[C:37]1[CH:38]=[C:39]([NH:45][C:46]2[N:47]=[N:48][N:49]([CH3:51])[CH:50]=2)[C:40](=[O:44])[N:41]([CH3:43])[CH:42]=1)(=[O:3])[CH3:2]. The yield is 0.710. (10) The reactants are [NH2:1][CH:2]1[CH2:7][CH2:6][CH2:5][N:4]([C:8]([O:10][C:11]([CH3:14])([CH3:13])[CH3:12])=[O:9])[CH2:3]1.C(N(CC)CC)C.[I:22][C:23]1[CH:31]=[CH:30][C:26]([C:27](Cl)=[O:28])=[CH:25][CH:24]=1. The catalyst is C1COCC1. The product is [I:22][C:23]1[CH:31]=[CH:30][C:26]([C:27]([NH:1][CH:2]2[CH2:7][CH2:6][CH2:5][N:4]([C:8]([O:10][C:11]([CH3:14])([CH3:13])[CH3:12])=[O:9])[CH2:3]2)=[O:28])=[CH:25][CH:24]=1. The yield is 0.800.